Task: Predict which catalyst facilitates the given reaction.. Dataset: Catalyst prediction with 721,799 reactions and 888 catalyst types from USPTO (1) Reactant: [N:1]1[C:14]2[C:5](=[C:6]3[C:11](=[CH:12][CH:13]=2)[CH2:10][CH2:9][C@H:8]([CH2:15]OS(C2C=CC(C)=CC=2)(=O)=O)[O:7]3)[CH:4]=[CH:3][CH:2]=1.[F:27][C:28]1[CH:29]=[C:30]2[C:34](=[CH:35][CH:36]=1)[NH:33][CH:32]=[C:31]2[C:37]1[CH2:38][CH2:39][NH:40][CH2:41][CH:42]=1.C(Cl)(Cl)Cl. Product: [F:27][C:28]1[CH:29]=[C:30]2[C:34](=[CH:35][CH:36]=1)[NH:33][CH:32]=[C:31]2[C:37]1[CH2:38][CH2:39][N:40]([CH2:15][C@H:8]2[CH2:9][CH2:10][C:11]3[C:6](=[C:5]4[C:14](=[CH:13][CH:12]=3)[N:1]=[CH:2][CH:3]=[CH:4]4)[O:7]2)[CH2:41][CH:42]=1. The catalyst class is: 16. (2) Reactant: C[O:2][C:3](=[O:26])[C:4]1[CH:9]=[CH:8][CH:7]=[C:6]([N:10]2[C:14](=[O:15])[CH2:13][N:12]([C:16]3[CH:21]=[CH:20][C:19]([CH:22]([CH3:24])[CH3:23])=[CH:18][CH:17]=3)[C:11]2=[O:25])[CH:5]=1.[I-].[Li+]. Product: [CH:22]([C:19]1[CH:18]=[CH:17][C:16]([N:12]2[CH2:13][C:14](=[O:15])[N:10]([C:6]3[CH:5]=[C:4]([CH:9]=[CH:8][CH:7]=3)[C:3]([OH:26])=[O:2])[C:11]2=[O:25])=[CH:21][CH:20]=1)([CH3:24])[CH3:23]. The catalyst class is: 17. (3) Reactant: [F:1][C:2]1[CH:10]=[CH:9][C:8]([O:11][C:12]2[C:17]([C:18]3[O:22][CH:21]=[N:20][CH:19]=3)=[CH:16][CH:15]=[CH:14][N:13]=2)=[CH:7][C:3]=1[C:4](Cl)=[O:5].[CH3:23][N:24]([CH3:41])[CH2:25][CH2:26][CH2:27][N:28]([CH3:40])[C:29]1[C:30]([NH2:39])=[CH:31][C:32]([C:35]([F:38])([F:37])[F:36])=[CH:33][CH:34]=1.C1COCC1. Product: [CH3:41][N:24]([CH3:23])[CH2:25][CH2:26][CH2:27][N:28]([CH3:40])[C:29]1[CH:34]=[CH:33][C:32]([C:35]([F:38])([F:36])[F:37])=[CH:31][C:30]=1[NH:39][C:4](=[O:5])[C:3]1[CH:7]=[C:8]([O:11][C:12]2[C:17]([C:18]3[O:22][CH:21]=[N:20][CH:19]=3)=[CH:16][CH:15]=[CH:14][N:13]=2)[CH:9]=[CH:10][C:2]=1[F:1]. The catalyst class is: 66.